From a dataset of Forward reaction prediction with 1.9M reactions from USPTO patents (1976-2016). Predict the product of the given reaction. (1) The product is: [CH2:1]([O:8][CH2:9][C:10]1[NH:15][C:14](=[O:16])[C:13]2=[CH:17][N:18]=[C:19]([I:25])[N:12]2[N:11]=1)[C:2]1[CH:7]=[CH:6][CH:5]=[CH:4][CH:3]=1. Given the reactants [CH2:1]([O:8][CH2:9][C:10]1[NH:15][C:14](=[O:16])[C:13]2=[CH:17][N:18]=[CH:19][N:12]2[N:11]=1)[C:2]1[CH:7]=[CH:6][CH:5]=[CH:4][CH:3]=1.[Li]CCCC.[I:25]I, predict the reaction product. (2) Given the reactants [F:1][C:2]1[CH:7]=[CH:6][CH:5]=[CH:4][C:3]=1[C:8]1[S:12][C:11]([CH:13]=[CH:14][C:15]([OH:17])=[O:16])=[CH:10][CH:9]=1.[CH3:18]O, predict the reaction product. The product is: [CH3:18][O:16][C:15](=[O:17])[CH2:14][CH2:13][C:11]1[S:12][C:8]([C:3]2[CH:4]=[CH:5][CH:6]=[CH:7][C:2]=2[F:1])=[CH:9][CH:10]=1.